This data is from Catalyst prediction with 721,799 reactions and 888 catalyst types from USPTO. The task is: Predict which catalyst facilitates the given reaction. (1) Reactant: [H-].[Na+].[CH3:3][O:4][C:5](=[O:13])[C:6]1[CH:11]=[CH:10][N:9]=[C:8]([OH:12])[CH:7]=1.[CH3:14]I. Product: [CH3:3][O:4][C:5]([C:6]1[CH:11]=[CH:10][N:9]([CH3:14])[C:8](=[O:12])[CH:7]=1)=[O:13]. The catalyst class is: 42. (2) Reactant: [N:1]1([CH2:7][CH2:8][CH2:9][O:10][C:11]2[CH:18]=[CH:17][CH:16]=[CH:15][C:12]=2[CH:13]=O)[CH2:6][CH2:5][CH2:4][CH2:3][CH2:2]1.[Cl:19][C:20]1[CH:26]=[CH:25][C:23]([NH2:24])=[CH:22][CH:21]=1.C(O[BH-](OC(=O)C)OC(=O)C)(=O)C.[Na+].[OH-].[Na+].[CH2:43]([Cl:45])[Cl:44]. Product: [NH3:1].[CH2:43]([Cl:45])[Cl:44].[Cl:19][C:20]1[CH:26]=[CH:25][C:23]([NH:24][CH2:13][C:12]2[CH:15]=[CH:16][CH:17]=[CH:18][C:11]=2[O:10][CH2:9][CH2:8][CH2:7][N:1]2[CH2:6][CH2:5][CH2:4][CH2:3][CH2:2]2)=[CH:22][CH:21]=1. The catalyst class is: 15. (3) Reactant: [Br:1][C:2]1[CH:3]=[C:4]([C:8]2[N:12](CCOC[Si](C)(C)C)[N:11]=[CH:10][C:9]=2[NH:21][C:22]([C:24]2[CH:25]=[N:26][N:27]3[CH:32]=[CH:31][CH:30]=[N:29][C:28]=23)=[O:23])[CH:5]=[CH:6][CH:7]=1.Cl. Product: [Br:1][C:2]1[CH:3]=[C:4]([C:8]2[NH:12][N:11]=[CH:10][C:9]=2[NH:21][C:22]([C:24]2[CH:25]=[N:26][N:27]3[CH:32]=[CH:31][CH:30]=[N:29][C:28]=23)=[O:23])[CH:5]=[CH:6][CH:7]=1. The catalyst class is: 40. (4) The catalyst class is: 1. Reactant: [OH:1][C:2]1[CH:9]=[CH:8][C:5]([CH:6]=O)=[CH:4][C:3]=1[CH3:10].[C:11]([O:15][C:16]([CH3:19])([CH3:18])[CH3:17])(=[O:14])[NH:12][NH2:13]. Product: [C:16]([O:15][C:11]([NH:12][N:13]=[CH:6][C:5]1[CH:8]=[CH:9][C:2]([OH:1])=[C:3]([CH3:10])[CH:4]=1)=[O:14])([CH3:19])([CH3:18])[CH3:17]. (5) Reactant: [F:1][C:2]1[CH:7]=[CH:6][C:5]([S:8]([N:11]([CH2:15][C:16]([OH:18])=O)[CH2:12][CH2:13][OH:14])(=[O:10])=[O:9])=[CH:4][CH:3]=1.[F:19][C:20]([F:36])([F:35])[C:21]1[CH:26]=[CH:25][C:24]([C:27]2[N:32]=[CH:31][N:30]=[C:29](NC)[CH:28]=2)=[CH:23][CH:22]=1.O.O[N:39]1[C:43]2C=CC=CC=2N=N1.C(N(CC)C(C)C)(C)C.CN(C(ON1N=NC2C=CC=CC1=2)=[N+](C)C)C.F[P-](F)(F)(F)(F)F. Product: [F:1][C:2]1[CH:3]=[CH:4][C:5]([S:8]([N:11]([CH2:12][CH2:13][OH:14])[CH2:15][C:16]([NH:39][CH2:43][C:29]2[CH:28]=[C:27]([C:24]3[CH:23]=[CH:22][C:21]([C:20]([F:19])([F:35])[F:36])=[CH:26][CH:25]=3)[N:32]=[CH:31][N:30]=2)=[O:18])(=[O:9])=[O:10])=[CH:6][CH:7]=1. The catalyst class is: 39. (6) Reactant: FC(F)(F)C(O)=O.O[C:9]1([C:22]2[CH:27]=[CH:26][C:25]([O:28][CH2:29][CH2:30][CH2:31][N:32]3[CH2:37][CH2:36][CH2:35][CH2:34][CH2:33]3)=[CH:24][CH:23]=2)[CH2:14][CH2:13][N:12](C(OC(C)(C)C)=O)[CH2:11][CH2:10]1. Product: [N:32]1([CH2:31][CH2:30][CH2:29][O:28][C:25]2[CH:24]=[CH:23][C:22]([C:9]3[CH2:14][CH2:13][NH:12][CH2:11][CH:10]=3)=[CH:27][CH:26]=2)[CH2:37][CH2:36][CH2:35][CH2:34][CH2:33]1. The catalyst class is: 4. (7) Reactant: CS(O[CH:6]1[CH2:11][CH2:10][N:9]([C:12]([O:14][C:15]([CH3:18])([CH3:17])[CH3:16])=[O:13])[CH2:8][CH2:7]1)(=O)=O.C[S:20]([C:23]1N=[C:30]([C:32]([F:35])([F:34])[F:33])[CH:29]=[CH:28][C:24]=1C(O)=O)(=O)=O.[C:36]([O-])([O-])=O.[K+].[K+]. Product: [F:35][C:32]([F:33])([F:34])[C:30]1[CH:36]=[C:23]([S:20][CH:6]2[CH2:7][CH2:8][N:9]([C:12]([O:14][C:15]([CH3:16])([CH3:17])[CH3:18])=[O:13])[CH2:10][CH2:11]2)[CH:24]=[CH:28][CH:29]=1. The catalyst class is: 23. (8) Reactant: [H-].[Na+].C1COCC1.[CH2:8]([OH:12])[CH2:9][CH2:10][CH3:11].[C:13]([C:15]1[CH:22]=[CH:21][C:18]([CH2:19]Br)=[CH:17][CH:16]=1)#[N:14]. Product: [CH2:8]([O:12][CH2:19][C:18]1[CH:21]=[CH:22][C:15]([C:13]#[N:14])=[CH:16][CH:17]=1)[CH2:9][CH2:10][CH3:11]. The catalyst class is: 136. (9) Reactant: [F:1][C:2]1[N:10]=[C:9]2[C:5]([N:6]=[CH:7][N:8]2[CH:11]([CH3:13])[CH3:12])=[C:4]([NH:14][C:15]2[CH:20]=[CH:19]C=CN=2)[N:3]=1.CS(C)=O.[NH2:25][C@H:26](CC)[CH2:27]O. Product: [F:1][C:2]1[N:10]=[C:9]2[C:5]([N:6]=[CH:7][N:8]2[CH:11]([CH3:12])[CH3:13])=[C:4]([NH:14][C:15]2[CH:20]=[CH:19][N:25]=[CH:26][CH:27]=2)[N:3]=1. The catalyst class is: 147. (10) Reactant: C[Al](C)C.[CH3:5][N:6]1[CH2:11][CH2:10][NH:9][CH2:8][CH2:7]1.[O:12]1[CH2:17][CH2:16][O:15][C:14]2[CH:18]=[C:19]([C:22]3[NH:23][C:24]4[N:25]([N:29]=[CH:30][C:31]=4[CH2:32][O:33]CC)[C:26](=[O:28])[CH:27]=3)[CH:20]=[CH:21][C:13]1=2. The catalyst class is: 22. Product: [O:12]1[CH2:17][CH2:16][O:15][C:14]2[CH:18]=[C:19]([C:22]3[NH:23][C:24]4[N:25]([N:29]=[CH:30][C:31]=4[C:32]([N:9]4[CH2:10][CH2:11][N:6]([CH3:5])[CH2:7][CH2:8]4)=[O:33])[C:26](=[O:28])[CH:27]=3)[CH:20]=[CH:21][C:13]1=2.